This data is from Peptide-MHC class I binding affinity with 185,985 pairs from IEDB/IMGT. The task is: Regression. Given a peptide amino acid sequence and an MHC pseudo amino acid sequence, predict their binding affinity value. This is MHC class I binding data. (1) The peptide sequence is MCIKYTACM. The MHC is HLA-B15:03 with pseudo-sequence HLA-B15:03. The binding affinity (normalized) is 0.635. (2) The peptide sequence is ALVSDCAST. The MHC is HLA-A02:06 with pseudo-sequence HLA-A02:06. The binding affinity (normalized) is 0.469. (3) The peptide sequence is QFLKFSLPFPFLYKFLL. The MHC is HLA-C06:02 with pseudo-sequence HLA-C06:02. The binding affinity (normalized) is 0.0179. (4) The peptide sequence is SMKGENVFI. The MHC is HLA-A68:01 with pseudo-sequence HLA-A68:01. The binding affinity (normalized) is 0. (5) The peptide sequence is MAVGVVLAL. The MHC is HLA-B07:02 with pseudo-sequence HLA-B07:02. The binding affinity (normalized) is 0.0847.